This data is from Full USPTO retrosynthesis dataset with 1.9M reactions from patents (1976-2016). The task is: Predict the reactants needed to synthesize the given product. The reactants are: C[C:2]([O-:5])(C)C.[K+].[CH3:7][N:8]1[C:16]2[C:11](=[C:12]([O:19]COCC[Si](C)(C)C)[CH:13]=[C:14]([CH:17]=[O:18])[CH:15]=2)[CH:10]=[CH:9]1.[NH:28](CCC#N)[C:29]1C=CC=[CH:31][CH:30]=1.Cl.[NH2:40][C:41]([NH2:43])=[NH:42]. Given the product [CH3:2][OH:5].[NH4+:8].[OH-:18].[NH2:42][C:41]1[N:43]=[C:29]([NH2:28])[C:30]([CH2:17][C:14]2[CH:13]=[C:12]([OH:19])[C:11]3[CH:10]=[CH:9][N:8]([CH3:7])[C:16]=3[CH:15]=2)=[CH:31][N:40]=1, predict the reactants needed to synthesize it.